Dataset: Forward reaction prediction with 1.9M reactions from USPTO patents (1976-2016). Task: Predict the product of the given reaction. (1) Given the reactants [CH3:1][O:2][C:3]1[CH:4]=[C:5]2[C:10](=[CH:11][C:12]=1[O:13][CH3:14])[N:9]=[CH:8][CH:7]=[C:6]2[O:15][C:16]1[CH:22]=[CH:21][C:19]([NH2:20])=[CH:18][CH:17]=1.[Br:23][C:24]1[CH:29]=[CH:28][C:27](B(O)O)=[CH:26][CH:25]=1.ClCCl, predict the reaction product. The product is: [Br:23][C:24]1[CH:29]=[CH:28][C:27]([NH:20][C:19]2[CH:21]=[CH:22][C:16]([O:15][C:6]3[C:5]4[C:10](=[CH:11][C:12]([O:13][CH3:14])=[C:3]([O:2][CH3:1])[CH:4]=4)[N:9]=[CH:8][CH:7]=3)=[CH:17][CH:18]=2)=[CH:26][CH:25]=1. (2) Given the reactants [CH2:1]([O:8][CH2:9][CH:10]=O)[C:2]1[CH:7]=[CH:6][CH:5]=[CH:4][CH:3]=1.[C:12]1([C:18]2[S:26][C:25]3[C:24]([NH:27][C:28]4[CH:33]=[CH:32][C:31]([NH2:34])=[CH:30][CH:29]=4)=[N:23][CH:22]=[N:21][C:20]=3[CH:19]=2)[CH:17]=[CH:16][CH:15]=[CH:14][CH:13]=1, predict the reaction product. The product is: [CH2:1]([O:8][CH2:9][CH2:10][NH:34][C:31]1[CH:30]=[CH:29][C:28]([NH:27][C:24]2[C:25]3[S:26][C:18]([C:12]4[CH:17]=[CH:16][CH:15]=[CH:14][CH:13]=4)=[CH:19][C:20]=3[N:21]=[CH:22][N:23]=2)=[CH:33][CH:32]=1)[C:2]1[CH:7]=[CH:6][CH:5]=[CH:4][CH:3]=1.